Dataset: Forward reaction prediction with 1.9M reactions from USPTO patents (1976-2016). Task: Predict the product of the given reaction. Given the reactants [CH3:1][N:2]([CH:15]1[CH2:20][CH2:19][NH:18][CH2:17][CH2:16]1)[CH2:3][C:4]1[O:8][N:7]=[C:6]([C:9]2[CH:14]=[CH:13][N:12]=[CH:11][CH:10]=2)[N:5]=1.[CH:21]1([O:26][C:27](Cl)=[O:28])[CH2:25][CH2:24][CH2:23][CH2:22]1, predict the reaction product. The product is: [CH:21]1([O:26][C:27]([N:18]2[CH2:19][CH2:20][CH:15]([N:2]([CH3:1])[CH2:3][C:4]3[O:8][N:7]=[C:6]([C:9]4[CH:10]=[CH:11][N:12]=[CH:13][CH:14]=4)[N:5]=3)[CH2:16][CH2:17]2)=[O:28])[CH2:25][CH2:24][CH2:23][CH2:22]1.